Dataset: Full USPTO retrosynthesis dataset with 1.9M reactions from patents (1976-2016). Task: Predict the reactants needed to synthesize the given product. (1) The reactants are: Br[C:2]1[CH:35]=[CH:34][C:5]([CH2:6][C:7]2[N:8]([C:20]3[CH:25]=[CH:24][C:23]([N:26]4[S:30](=[O:32])(=[O:31])[NH:29][C:28](=[O:33])[CH2:27]4)=[CH:22][CH:21]=3)[CH:9]=[C:10]([C:12]3[CH:17]=[CH:16][C:15]([Cl:18])=[CH:14][C:13]=3[Cl:19])[N:11]=2)=[CH:4][CH:3]=1.[CH:36]1([CH2:41][O:42][C:43]2[CH:44]=[C:45](B(O)O)[CH:46]=[CH:47][CH:48]=2)[CH2:40][CH2:39][CH2:38][CH2:37]1. Given the product [CH:36]1([CH2:41][O:42][C:43]2[CH:44]=[C:45]([C:2]3[CH:35]=[CH:34][C:5]([CH2:6][C:7]4[N:8]([C:20]5[CH:21]=[CH:22][C:23]([N:26]6[S:30](=[O:31])(=[O:32])[NH:29][C:28](=[O:33])[CH2:27]6)=[CH:24][CH:25]=5)[CH:9]=[C:10]([C:12]5[CH:17]=[CH:16][C:15]([Cl:18])=[CH:14][C:13]=5[Cl:19])[N:11]=4)=[CH:4][CH:3]=3)[CH:46]=[CH:47][CH:48]=2)[CH2:37][CH2:38][CH2:39][CH2:40]1, predict the reactants needed to synthesize it. (2) Given the product [F:38][C:39]1[C:44]([C:12]2[CH:13]=[C:14]3[C@@:15]4([CH2:19][O:18][C:17]([NH2:20])=[N:16]4)[C:4]4[CH:3]=[C:2]([C:15]5[CH2:14][CH2:9][O:8][CH2:5][CH:4]=5)[N:7]=[CH:6][C:5]=4[O:8][C:9]3=[CH:10][CH:11]=2)=[C:43]([F:46])[CH:42]=[CH:41][N:40]=1, predict the reactants needed to synthesize it. The reactants are: Cl[C:2]1[N:7]=[CH:6][C:5]2[O:8][C:9]3[C:14]([C@@:15]4([CH2:19][O:18][C:17]([NH2:20])=[N:16]4)[C:4]=2[CH:3]=1)=[CH:13][C:12](B1OC(C)(C)C(C)(C)O1)=[CH:11][CH:10]=3.P([O-])([O-])([O-])=O.[K+].[K+].[K+].[F:38][C:39]1[C:44](I)=[C:43]([F:46])[CH:42]=[CH:41][N:40]=1. (3) Given the product [NH2:29][C:30]1[CH:31]=[N:32][CH:33]=[C:34]([CH:38]=1)[C:35]([NH:28][C:25]1([C:23](=[O:24])[NH:22][CH:20]([C:17]2[CH:16]=[CH:15][C:14]([NH:13][C:4]3[C:5]([C:9]([F:12])([F:10])[F:11])=[CH:6][CH:7]=[CH:8][C:3]=3[F:2])=[CH:19][N:18]=2)[CH3:21])[CH2:26][CH2:27]1)=[O:36], predict the reactants needed to synthesize it. The reactants are: Cl.[F:2][C:3]1[CH:8]=[CH:7][CH:6]=[C:5]([C:9]([F:12])([F:11])[F:10])[C:4]=1[NH:13][C:14]1[CH:15]=[CH:16][C:17]([CH:20]([NH:22][C:23]([C:25]2([NH2:28])[CH2:27][CH2:26]2)=[O:24])[CH3:21])=[N:18][CH:19]=1.[NH2:29][C:30]1[CH:31]=[N:32][CH:33]=[C:34]([CH:38]=1)[C:35](O)=[O:36]. (4) Given the product [F:1][C:2]1[CH:7]=[CH:6][CH:5]=[CH:4][C:3]=1/[CH:8]=[CH:9]/[C:10]([O:13][N:14]1[C:19](=[O:20])[CH2:18][CH2:17][C:15]1=[O:16])=[O:11], predict the reactants needed to synthesize it. The reactants are: [F:1][C:2]1[CH:7]=[CH:6][CH:5]=[CH:4][C:3]=1/[CH:8]=[CH:9]/[C:10](Cl)=[O:11].[OH:13][N:14]1[C:19](=[O:20])[CH2:18][CH2:17][C:15]1=[O:16].C(N(CC)CC)C. (5) Given the product [CH3:23][C:21]1[O:22][C:18]2[CH:17]=[CH:16][C:15]([N:10]3[CH2:11][CH2:12][N:8]([C:3]4[CH:4]=[N:5][CH:6]=[CH:7][C:2]=4[CH3:1])[C:9]3=[O:13])=[CH:24][C:19]=2[N:20]=1, predict the reactants needed to synthesize it. The reactants are: [CH3:1][C:2]1[CH:7]=[CH:6][N:5]=[CH:4][C:3]=1[N:8]1[CH2:12][CH2:11][NH:10][C:9]1=[O:13].Br[C:15]1[CH:16]=[CH:17][C:18]2[O:22][C:21]([CH3:23])=[N:20][C:19]=2[CH:24]=1.N[C@@H]1CCCC[C@H]1N.P([O-])([O-])([O-])=O.[K+].[K+].[K+]. (6) Given the product [CH3:1][C:2]1([CH3:10])[O:7][C:6](=[O:8])[CH:5]([C:25](=[O:26])[CH2:24][CH2:23][CH2:22][C:17]2([C:11]3[CH:12]=[CH:13][CH:14]=[CH:15][CH:16]=3)[O:18][CH2:19][CH2:20][O:21]2)[C:4](=[O:9])[O:3]1, predict the reactants needed to synthesize it. The reactants are: [CH3:1][C:2]1([CH3:10])[O:7][C:6](=[O:8])[CH2:5][C:4](=[O:9])[O:3]1.[C:11]1([C:17]2([CH2:22][CH2:23][CH2:24][C:25](Cl)=[O:26])[O:21][CH2:20][CH2:19][O:18]2)[CH:16]=[CH:15][CH:14]=[CH:13][CH:12]=1. (7) Given the product [C:1]([O:5][C:6]([N:8]1[C@@H:9]([C:16]2[CH:17]=[CH:18][CH:19]=[CH:20][CH:21]=2)[C@@H:10]([C:11]([O:13][CH3:14])=[O:12])[O:15][C:22]1([CH3:27])[CH3:23])=[O:7])([CH3:4])([CH3:2])[CH3:3], predict the reactants needed to synthesize it. The reactants are: [C:1]([O:5][C:6]([NH:8][C@@H:9]([C:16]1[CH:21]=[CH:20][CH:19]=[CH:18][CH:17]=1)[C@H:10]([OH:15])[C:11]([O:13][CH3:14])=[O:12])=[O:7])([CH3:4])([CH3:3])[CH3:2].[C:22]1(C)[CH:27]=CC=C[CH:23]=1.COC(C)=C.C1(C)C=CC(S([O-])(=O)=O)=CC=1.[NH+]1C=CC=CC=1. (8) Given the product [C:12]([O:15][C:16]([N:1]1[CH2:6][CH2:5][CH:4]([CH2:7][OH:8])[CH2:3][CH2:2]1)=[O:17])([CH3:14])([CH3:13])[CH3:11], predict the reactants needed to synthesize it. The reactants are: [NH:1]1[CH2:6][CH2:5][CH:4]([CH2:7][OH:8])[CH2:3][CH2:2]1.[OH-].[Na+].[CH3:11][C:12]([O:15][C:16](O[C:16]([O:15][C:12]([CH3:14])([CH3:13])[CH3:11])=[O:17])=[O:17])([CH3:14])[CH3:13]. (9) Given the product [CH2:1]([O:3][C:4]([C:6]1[C:7]([Cl:19])=[N:8][C:9]([S:13][CH3:14])=[N:10][C:11]=1[CH3:12])=[O:5])[CH3:2], predict the reactants needed to synthesize it. The reactants are: [CH2:1]([O:3][C:4]([C:6]1[C:7](O)=[N:8][C:9]([S:13][CH3:14])=[N:10][C:11]=1[CH3:12])=[O:5])[CH3:2].C(Cl)(=O)C([Cl:19])=O.CN(C)C=O. (10) Given the product [CH3:1][CH:2]([S:4]([NH:7][CH:8]1[C:9]([C:14]2[CH:19]=[CH:18][C:17]([C:34]3[CH:35]=[C:30]([C:28]#[N:29])[CH:31]=[CH:32][CH:33]=3)=[CH:16][CH:15]=2)=[CH:10][CH2:11][CH2:12][CH2:13]1)(=[O:6])=[O:5])[CH3:3], predict the reactants needed to synthesize it. The reactants are: [CH3:1][CH:2]([S:4]([NH:7][CH:8]1[CH2:13][CH2:12][CH2:11][CH:10]=[C:9]1[C:14]1[CH:19]=[CH:18][C:17](OS(OC(F)(F)F)=O)=[CH:16][CH:15]=1)(=[O:6])=[O:5])[CH3:3].[C:28]([C:30]1[CH:31]=[C:32](Br)[CH:33]=[CH:34][CH:35]=1)#[N:29].